This data is from Forward reaction prediction with 1.9M reactions from USPTO patents (1976-2016). The task is: Predict the product of the given reaction. The product is: [CH3:7][O:8][CH2:9][O:10][CH:11]1[CH2:16][CH2:15][C:14]([CH2:22][OH:23])([CH2:17][OH:18])[CH2:13][CH2:12]1. Given the reactants [H-].[Al+3].[Li+].[H-].[H-].[H-].[CH3:7][O:8][CH2:9][O:10][CH:11]1[CH2:16][CH2:15][C:14]([C:22](OCC)=[O:23])([C:17](OCC)=[O:18])[CH2:13][CH2:12]1.[OH-].[Na+].S([O-])([O-])(=O)=O.[Na+].[Na+], predict the reaction product.